Dataset: Full USPTO retrosynthesis dataset with 1.9M reactions from patents (1976-2016). Task: Predict the reactants needed to synthesize the given product. (1) Given the product [Cl:1][C:2]1[CH:3]=[CH:4][C:5]([C:8]2[N:9]([C:10]3[CH:15]=[CH:14][C:13]([S:16]([CH3:19])(=[O:17])=[O:18])=[CH:12][CH:11]=3)[CH:27]=[C:28]([C:30]3[CH:35]=[CH:34][CH:33]=[CH:32][CH:31]=3)[N:20]=2)=[CH:6][CH:7]=1, predict the reactants needed to synthesize it. The reactants are: [Cl:1][C:2]1[CH:7]=[CH:6][C:5]([C:8](=[NH:20])[NH:9][C:10]2[CH:15]=[CH:14][C:13]([S:16]([CH3:19])(=[O:18])=[O:17])=[CH:12][CH:11]=2)=[CH:4][CH:3]=1.C(=O)(O)[O-].[Na+].Br[CH2:27][C:28]([C:30]1[CH:35]=[CH:34][CH:33]=[CH:32][CH:31]=1)=O. (2) Given the product [CH2:1]([O:3][C:4](=[O:34])[CH:5]([C:10]1[CH:11]=[C:12]([C:24]2[CH:25]=[CH:26][C:27]([C:30]([F:32])([F:33])[F:31])=[CH:28][CH:29]=2)[CH:13]=[C:14]([N:66]2[CH2:67][CH2:68][CH2:69][CH2:70][CH:65]2[CH3:64])[CH:15]=1)[CH2:6][CH:7]([CH3:9])[CH3:8])[CH3:2], predict the reactants needed to synthesize it. The reactants are: [CH2:1]([O:3][C:4](=[O:34])[CH:5]([C:10]1[CH:11]=[C:12]([C:24]2[CH:29]=[CH:28][C:27]([C:30]([F:33])([F:32])[F:31])=[CH:26][CH:25]=2)[CH:13]=[C:14](OS(C(F)(F)F)(=O)=O)[CH:15]=1)[CH2:6][CH:7]([CH3:9])[CH3:8])[CH3:2].C(P(C(C)(C)C)C1C=CC2C(=CC=CC=2)C=1C1C2C(=CC=CC=2)C=CC=1)(C)(C)C.[CH3:64][CH:65]1[CH2:70][CH2:69][CH2:68][CH2:67][NH:66]1.CC([O-])(C)C.[Na+]. (3) Given the product [Cl:8][C:6]1[CH:7]=[C:2]([C:14]2[CH:15]=[CH:16][CH:17]=[C:18]3[C:13]=2[CH:12]=[CH:11][CH:10]=[N:9]3)[N:3]=[CH:4][N:5]=1, predict the reactants needed to synthesize it. The reactants are: Cl[C:2]1[CH:7]=[C:6]([Cl:8])[N:5]=[CH:4][N:3]=1.[N:9]1[C:18]2[CH:17]=[CH:16][CH:15]=[C:14](B(O)O)[C:13]=2[CH:12]=[CH:11][CH:10]=1. (4) Given the product [C:8]([C:10]1[N:15]=[CH:14][C:13]([NH:16][CH2:17][C@@H:18]([C:19]([NH:21][CH3:22])=[O:20])[NH2:23])=[CH:12][C:11]=1[NH:31][C:32]1[CH:37]=[C:36]([CH3:38])[CH:35]=[C:34]([CH3:39])[N:33]=1)#[N:9], predict the reactants needed to synthesize it. The reactants are: C(O)(C(F)(F)F)=O.[C:8]([C:10]1[N:15]=[CH:14][C:13]([NH:16][CH2:17][CH:18]([NH:23]C(=O)OC(C)(C)C)[C:19]([NH:21][CH3:22])=[O:20])=[CH:12][C:11]=1[NH:31][C:32]1[CH:37]=[C:36]([CH3:38])[CH:35]=[C:34]([CH3:39])[N:33]=1)#[N:9]. (5) Given the product [Cl:1][C:2]1[CH:10]=[CH:9][C:8]([CH3:11])=[CH:7][C:3]=1[CH2:4][OH:5], predict the reactants needed to synthesize it. The reactants are: [Cl:1][C:2]1[CH:10]=[CH:9][C:8]([CH3:11])=[CH:7][C:3]=1[C:4](O)=[O:5].[H-].[Al+3].[Li+].[H-].[H-].[H-]. (6) Given the product [CH2:12]([C:6]1[CH:7]=[CH:8][C:3]([O:2][CH3:1])=[CH:4][CH:5]=1)[CH2:13][CH2:14][CH2:23][CH2:24][CH2:25][CH2:26][CH3:27], predict the reactants needed to synthesize it. The reactants are: [CH3:1][O:2][C:3]1[CH:8]=[CH:7][C:6](B(O)O)=[CH:5][CH:4]=1.[CH3:12][CH2:13][C:14]1([C:23]2C=[CH:27][CH:26]=[CH:25][CH:24]=2)C(=O)NC(=O)NC1=O.BrCCCCCCCC.P([O-])([O-])([O-])=O.[K+].[K+].[K+].CN1C=CN=C1CC1N(C)C=CN=1.Cl. (7) Given the product [F:1][C:2]1[CH:8]=[C:7]([N+:9]([O-:11])=[O:10])[CH:6]=[CH:5][C:3]=1[NH:4][CH2:19][CH2:20][CH2:21][CH:22]1[CH2:26][CH2:25][CH2:24][O:23]1, predict the reactants needed to synthesize it. The reactants are: [F:1][C:2]1[CH:8]=[C:7]([N+:9]([O-:11])=[O:10])[CH:6]=[CH:5][C:3]=1[NH2:4].C([O-])([O-])=O.[Cs+].[Cs+].Cl[CH2:19][CH2:20][CH2:21][CH:22]1[CH2:26][CH2:25][CH2:24][O:23]1.N#N. (8) Given the product [C:49]([C:53]1[CH:58]=[CH:57][C:56]([C:59]2[N:60]([CH3:91])[C:61]([S:64][C:65]3[CH:82]=[CH:81][C:68]([CH2:69][NH:70][C:71]4[CH:76]=[CH:75][C:74]([CH2:77][C:78]([NH2:1])=[O:79])=[CH:73][CH:72]=4)=[C:67]([O:83][CH2:84][CH2:85][CH2:86][CH2:87][CH2:88][CH2:89][CH3:90])[CH:66]=3)=[N:62][N:63]=2)=[CH:55][CH:54]=1)([CH3:51])([CH3:50])[CH3:52], predict the reactants needed to synthesize it. The reactants are: [N:1]1(O)C2C=CC=CC=2N=N1.F[P-](F)(F)(F)(F)F.N1(O[P+](N(C)C)(N(C)C)N(C)C)C2C=CC=CC=2N=N1.C(N(C(C)C)CC)(C)C.[Cl-].[NH4+].[C:49]([C:53]1[CH:58]=[CH:57][C:56]([C:59]2[N:60]([CH3:91])[C:61]([S:64][C:65]3[CH:82]=[CH:81][C:68]([CH2:69][NH:70][C:71]4[CH:76]=[CH:75][C:74]([CH2:77][C:78](O)=[O:79])=[CH:73][CH:72]=4)=[C:67]([O:83][CH2:84][CH2:85][CH2:86][CH2:87][CH2:88][CH2:89][CH3:90])[CH:66]=3)=[N:62][N:63]=2)=[CH:55][CH:54]=1)([CH3:52])([CH3:51])[CH3:50].